Predict the product of the given reaction. From a dataset of Forward reaction prediction with 1.9M reactions from USPTO patents (1976-2016). Given the reactants C1(P(C2C=CC=CC=2)C2C=CC=CC=2)C=CC=CC=1.N(C(OC(C)C)=O)=NC(OC(C)C)=O.[OH:34][C:35]1[CH:42]=[CH:41][C:38]([C:39]#[N:40])=[CH:37][CH:36]=1.[CH3:43][C:44]([CH3:51])([CH2:49]O)[C:45]([O:47][CH3:48])=[O:46], predict the reaction product. The product is: [CH3:48][O:47][C:45](=[O:46])[C:44]([CH3:51])([CH3:49])[CH2:43][O:34][C:35]1[CH:42]=[CH:41][C:38]([C:39]#[N:40])=[CH:37][CH:36]=1.